From a dataset of Reaction yield outcomes from USPTO patents with 853,638 reactions. Predict the reaction yield, written as a fraction of the theoretical maximum amount of product (1.0 means a 100% yield; for example, 0.34 means a 34% yield). The reactants are [C:1](OC(=O)C)(=[O:3])[CH3:2].[Br:8][C:9]1[C:22]2[C:21](=[O:23])[C:20]3[C:15](=[CH:16][CH:17]=[CH:18][CH:19]=3)[C:14](=[O:24])[C:13]=2[C:12]([NH:25][CH:26]2[CH2:31][CH2:30][CH2:29][CH2:28][CH2:27]2)=[CH:11][CH:10]=1.S(=O)(=O)(O)O. The catalyst is ClC1C=CC=CC=1Cl.CO. The product is [C:1]([N:25]([CH:26]1[CH2:31][CH2:30][CH2:29][CH2:28][CH2:27]1)[C:12]1[C:13]2[C:14](=[O:24])[C:15]3[C:20](=[CH:19][CH:18]=[CH:17][CH:16]=3)[C:21](=[O:23])[C:22]=2[C:9]([Br:8])=[CH:10][CH:11]=1)(=[O:3])[CH3:2]. The yield is 0.701.